Dataset: Forward reaction prediction with 1.9M reactions from USPTO patents (1976-2016). Task: Predict the product of the given reaction. Given the reactants [CH3:1][S:2][C:3]1[N:8]=[C:7](Cl)[C:6]([C:10]([O:12][CH2:13][CH3:14])=[O:11])=[CH:5][N:4]=1.[Cl:15][C:16]1[CH:17]=[C:18]([CH2:24][NH2:25])[CH:19]=[CH:20][C:21]=1[O:22][CH3:23].C(N(CC)CC)C.O1CCCC1, predict the reaction product. The product is: [CH3:1][S:2][C:3]1[N:8]=[C:7]([NH:25][CH2:24][C:18]2[CH:19]=[CH:20][C:21]([O:22][CH3:23])=[C:16]([Cl:15])[CH:17]=2)[C:6]([C:10]([O:12][CH2:13][CH3:14])=[O:11])=[CH:5][N:4]=1.